This data is from Peptide-MHC class II binding affinity with 134,281 pairs from IEDB. The task is: Regression. Given a peptide amino acid sequence and an MHC pseudo amino acid sequence, predict their binding affinity value. This is MHC class II binding data. (1) The peptide sequence is HFNMLKNKMQSSFFM. The MHC is DRB1_1302 with pseudo-sequence DRB1_1302. The binding affinity (normalized) is 0.631. (2) The peptide sequence is LTQPLQQVTSLFSQV. The MHC is DRB1_0401 with pseudo-sequence DRB1_0401. The binding affinity (normalized) is 0.721. (3) The peptide sequence is TLWQRPVVTIKIGGQLREAL. The MHC is DRB1_0101 with pseudo-sequence DRB1_0101. The binding affinity (normalized) is 0.729. (4) The peptide sequence is SLETVAIDRPAEVRK. The MHC is DRB1_0301 with pseudo-sequence DRB1_0301. The binding affinity (normalized) is 0.719. (5) The peptide sequence is MHVSFVMAYPEMLAA. The MHC is DRB1_0101 with pseudo-sequence DRB1_0101. The binding affinity (normalized) is 0.678.